From a dataset of Merck oncology drug combination screen with 23,052 pairs across 39 cell lines. Regression. Given two drug SMILES strings and cell line genomic features, predict the synergy score measuring deviation from expected non-interaction effect. (1) Drug 1: CCN(CC)CCNC(=O)c1c(C)[nH]c(C=C2C(=O)Nc3ccc(F)cc32)c1C. Drug 2: COC1=C2CC(C)CC(OC)C(O)C(C)C=C(C)C(OC(N)=O)C(OC)C=CC=C(C)C(=O)NC(=CC1=O)C2=O. Cell line: EFM192B. Synergy scores: synergy=4.70. (2) Drug 1: N#Cc1ccc(Cn2cncc2CN2CCN(c3cccc(Cl)c3)C(=O)C2)cc1. Drug 2: NC1CCCCC1N.O=C(O)C(=O)O.[Pt+2]. Cell line: SW620. Synergy scores: synergy=1.94. (3) Drug 1: N#Cc1ccc(Cn2cncc2CN2CCN(c3cccc(Cl)c3)C(=O)C2)cc1. Drug 2: CCN(CC)CCNC(=O)c1c(C)[nH]c(C=C2C(=O)Nc3ccc(F)cc32)c1C. Cell line: HCT116. Synergy scores: synergy=17.1. (4) Drug 1: O=C(O)C1(Cc2cccc(Nc3nccs3)n2)CCC(Oc2cccc(Cl)c2F)CC1. Drug 2: CC1(c2nc3c(C(N)=O)cccc3[nH]2)CCCN1. Cell line: EFM192B. Synergy scores: synergy=24.5.